Dataset: Full USPTO retrosynthesis dataset with 1.9M reactions from patents (1976-2016). Task: Predict the reactants needed to synthesize the given product. (1) The reactants are: C([C:3]1[O:4][C:5]2[CH:11]=[CH:10][CH:9]=[CH:8][C:6]=2[CH:7]=1)#N.N.[NH:13]1[CH2:18][CH2:17][NH:16][CH2:15][CH2:14]1. Given the product [N:13]1([C:3]2[O:4][C:5]3[CH:11]=[CH:10][CH:9]=[CH:8][C:6]=3[CH:7]=2)[CH2:18][CH2:17][NH:16][CH2:15][CH2:14]1, predict the reactants needed to synthesize it. (2) The reactants are: Br[C:2]1[CH:14]=[CH:13][C:5]([C:6]([O:8][C:9]([CH3:12])([CH3:11])[CH3:10])=[O:7])=[C:4]([NH:15][C:16]2[CH:21]=[CH:20][C:19]([F:22])=[CH:18][CH:17]=2)[CH:3]=1.[NH:23]1[C:31]2[C:26](=[CH:27][CH:28]=[CH:29][CH:30]=2)[CH:25]=[CH:24]1.P([O-])([O-])([O-])=O.[K+].[K+].[K+].F[B-](F)(F)F.C(P(C(C)(C)C)C(C)(C)C)(C)(C)C.C1(P(C2CCCCC2)C2C=CC=CC=2C2C(C(C)C)=CC(C(C)C)=CC=2C(C)C)CCCCC1.C(O)(=O)CC(CC(O)=O)(C(O)=O)O. Given the product [F:22][C:19]1[CH:20]=[CH:21][C:16]([NH:15][C:4]2[CH:3]=[C:2]([N:23]3[C:31]4[C:26](=[CH:27][CH:28]=[CH:29][CH:30]=4)[CH:25]=[CH:24]3)[CH:14]=[CH:13][C:5]=2[C:6]([O:8][C:9]([CH3:12])([CH3:11])[CH3:10])=[O:7])=[CH:17][CH:18]=1, predict the reactants needed to synthesize it. (3) Given the product [I:8][C:5]1[CH:6]=[CH:7][C:2]([O:17][CH2:16][CH:13]2[CH2:14][CH2:15][N:10]([CH3:9])[CH2:11][CH2:12]2)=[CH:3][CH:4]=1, predict the reactants needed to synthesize it. The reactants are: F[C:2]1[CH:7]=[CH:6][C:5]([I:8])=[CH:4][CH:3]=1.[CH3:9][N:10]1[CH2:15][CH2:14][CH:13]([CH2:16][OH:17])[CH2:12][CH2:11]1.[H-].[Na+]. (4) Given the product [CH3:16][S:17]([O:1][CH:2]1[CH2:5][C:4]([C:6]([O:8][CH2:9][CH3:10])=[O:7])([C:11]([O:13][CH2:14][CH3:15])=[O:12])[CH2:3]1)(=[O:19])=[O:18], predict the reactants needed to synthesize it. The reactants are: [OH:1][CH:2]1[CH2:5][C:4]([C:11]([O:13][CH2:14][CH3:15])=[O:12])([C:6]([O:8][CH2:9][CH3:10])=[O:7])[CH2:3]1.[CH3:16][S:17](Cl)(=[O:19])=[O:18]. (5) Given the product [CH3:1][O:2][C:3]1[CH:4]=[C:5]2[C:6]([C:7](=[N:27][O:26][CH3:25])[CH2:8][C@H:9]([C:13]3[CH:14]=[CH:15][C:16]([C:17]([O:19][CH3:20])=[O:18])=[CH:21][CH:22]=3)[O:10]2)=[CH:11][CH:12]=1, predict the reactants needed to synthesize it. The reactants are: [CH3:1][O:2][C:3]1[CH:12]=[C:11]2[C:6]([C:7](=O)[CH2:8][C@H:9]([C:13]3[CH:22]=[CH:21][C:16]([C:17]([O:19][CH3:20])=[O:18])=[CH:15][CH:14]=3)[O:10]2)=[CH:5][CH:4]=1.Cl.[CH3:25][O:26][NH2:27]. (6) Given the product [CH2:3]([N:1]1[C:7]2[CH:8]=[CH:9][CH:10]=[CH:11][C:6]=2[CH:5]=[C:4]([C:12]([NH2:14])=[O:13])[CH2:3][CH2:2]1)[CH:4]([CH3:12])[CH3:5], predict the reactants needed to synthesize it. The reactants are: [NH:1]1[C:7]2[CH:8]=[CH:9][CH:10]=[CH:11][C:6]=2[CH:5]=[C:4]([C:12]([NH2:14])=[O:13])[CH2:3][CH2:2]1.O. (7) Given the product [O:30]1[CH:31]=[CH:32][CH:33]=[C:29]1[C:27]([C:26]1[CH:1]([CH3:2])[N:4]([C:5]2[S:6][C:7]([S:10]([C:13]3[CH:14]=[CH:15][C:16]([N+:19]([O-:21])=[O:20])=[CH:17][CH:18]=3)(=[O:11])=[O:12])=[CH:8][N:9]=2)[C:24](=[O:35])[C:25]=1[OH:34])=[O:28], predict the reactants needed to synthesize it. The reactants are: [CH:1](=O)[CH3:2].[NH2:4][C:5]1[S:6][C:7]([S:10]([C:13]2[CH:18]=[CH:17][C:16]([N+:19]([O-:21])=[O:20])=[CH:15][CH:14]=2)(=[O:12])=[O:11])=[CH:8][N:9]=1.CO[C:24](=[O:35])[C:25](=[O:34])[CH2:26][C:27]([C:29]1[O:30][CH:31]=[CH:32][CH:33]=1)=[O:28]. (8) Given the product [Br:24][C:25]1[CH:26]=[C:27]([CH:31]=[CH:32][C:33]=1[CH3:34])[C:28]([NH:10][CH:6]([C:7](=[O:9])[CH3:12])[CH2:5][C:3]([O:2][CH3:1])=[O:4])=[O:29], predict the reactants needed to synthesize it. The reactants are: [CH3:1][O:2][C:3]([CH2:5][C@H:6]([NH2:10])[C:7]([OH:9])=O)=[O:4].Cl.[CH3:12]CN(CC)CC.[Si](Cl)(C)(C)C.[Br:24][C:25]1[CH:26]=[C:27]([CH:31]=[CH:32][C:33]=1[CH3:34])[C:28](Cl)=[O:29]. (9) Given the product [CH:31]1([C:10]2[C:9]([CH2:8][C:6]3[CH:5]=[CH:4][N:3]=[C:2]([CH:34]=[CH2:35])[CH:7]=3)=[CH:16][C:13]([C:14]#[N:15])=[C:12]([N:17]3[CH2:22][CH2:21][N:20]([C:23](=[O:27])[CH2:24][CH2:25][OH:26])[C@H:19]([CH:28]4[CH2:30][CH2:29]4)[CH2:18]3)[N:11]=2)[CH2:33][CH2:32]1, predict the reactants needed to synthesize it. The reactants are: Cl[C:2]1[CH:7]=[C:6]([CH2:8][C:9]2[C:10]([CH:31]3[CH2:33][CH2:32]3)=[N:11][C:12]([N:17]3[CH2:22][CH2:21][N:20]([C:23](=[O:27])[CH2:24][CH2:25][OH:26])[C@H:19]([CH:28]4[CH2:30][CH2:29]4)[CH2:18]3)=[C:13]([CH:16]=2)[C:14]#[N:15])[CH:5]=[CH:4][N:3]=1.[CH:34]([B-](F)(F)F)=[CH2:35].[K+].[F-].[Cs+]. (10) Given the product [CH3:25][C:19]1[CH:20]=[C:21]([CH3:24])[CH:22]=[CH:23][C:18]=1[N:15]1[CH2:16][CH2:17][N:12]([C:10]([C:5]2[CH:4]=[CH:3][C:2]([N:29]3[CH2:30][CH2:31][N:27]([CH3:26])[C:28]3=[O:32])=[CH:9][C:6]=2[C:7]#[N:8])=[O:11])[CH2:13][CH2:14]1, predict the reactants needed to synthesize it. The reactants are: Br[C:2]1[CH:3]=[CH:4][C:5]([C:10]([N:12]2[CH2:17][CH2:16][N:15]([C:18]3[CH:23]=[CH:22][C:21]([CH3:24])=[CH:20][C:19]=3[CH3:25])[CH2:14][CH2:13]2)=[O:11])=[C:6]([CH:9]=1)[C:7]#[N:8].[CH3:26][N:27]1[CH2:31][CH2:30][NH:29][C:28]1=[O:32].